From a dataset of Forward reaction prediction with 1.9M reactions from USPTO patents (1976-2016). Predict the product of the given reaction. (1) The product is: [CH2:6]1[C:7]2[CH:8]=[CH:9][CH:10]=[C:2]([OH:1])[C:3]=2[CH2:4][CH2:5]1. Given the reactants [OH:1][C:2]1[CH:10]=[CH:9][CH:8]=[C:7]2[C:3]=1[CH2:4][CH2:5][C:6]2=O.C([BH3-])#N.[Na+], predict the reaction product. (2) Given the reactants [Zn](C)[CH3:2].[CH2:4]([O:11][C:12]([N:14]1[CH2:19][CH2:18][CH2:17][CH:16]([CH:20]=[O:21])[CH2:15]1)=[O:13])[C:5]1[CH:10]=[CH:9][CH:8]=[CH:7][CH:6]=1, predict the reaction product. The product is: [CH2:4]([O:11][C:12]([N:14]1[CH2:19][CH2:18][CH2:17][C@@H:16]([C@H:20]([OH:21])[CH3:2])[CH2:15]1)=[O:13])[C:5]1[CH:10]=[CH:9][CH:8]=[CH:7][CH:6]=1. (3) Given the reactants I[C:2]1[C:3]([CH2:8][N:9]([C:13]2[CH:18]=[CH:17][CH:16]=[CH:15][C:14]=2[CH:19]=[CH2:20])[C:10](=[O:12])[CH3:11])=[N:4][CH:5]=[CH:6][CH:7]=1.C(N1C2C=CC=CC=2C=CC2N=C(Cl)C(F)=CC=2C1)(=O)C, predict the reaction product. The product is: [C:10]([N:9]1[C:13]2[CH:18]=[CH:17][CH:16]=[CH:15][C:14]=2[CH:19]=[CH:20][C:2]2[CH:7]=[CH:6][CH:5]=[N:4][C:3]=2[CH2:8]1)(=[O:12])[CH3:11]. (4) Given the reactants [CH3:1][Si:2]([C:7]1[CH:12]=[CH:11][CH:10]=[CH:9][CH:8]=1)([O:5][CH3:6])[O:3][CH3:4].C(O)[CH2:14][CH2:15][CH2:16][CH2:17][CH2:18][CH2:19][CH3:20], predict the reaction product. The product is: [CH3:1][Si:2]([C:7]1[CH:12]=[CH:11][CH:10]=[CH:9][CH:8]=1)([O:3][CH2:4][CH2:20][CH2:19][CH2:18][CH2:17][CH2:16][CH2:15][CH3:14])[O:5][CH2:6][CH2:14][CH2:15][CH2:16][CH2:17][CH2:18][CH2:19][CH3:20].